Dataset: Catalyst prediction with 721,799 reactions and 888 catalyst types from USPTO. Task: Predict which catalyst facilitates the given reaction. (1) Reactant: [CH2:1]([S:3]([C:6]1[C:7]([C:16]2[N:17]=[C:18]3[CH:23]=[C:22]([C:24]([F:27])([F:26])[F:25])[N:21]=[CH:20][N:19]3[CH:28]=2)=[N:8][CH:9]=[C:10]([C:12]([F:15])([F:14])[F:13])[CH:11]=1)(=[O:5])=[O:4])[CH3:2].[Br:29]N1C(=O)CCC1=O. Product: [Br:29][C:28]1[N:19]2[CH:20]=[N:21][C:22]([C:24]([F:25])([F:27])[F:26])=[CH:23][C:18]2=[N:17][C:16]=1[C:7]1[C:6]([S:3]([CH2:1][CH3:2])(=[O:4])=[O:5])=[CH:11][C:10]([C:12]([F:13])([F:14])[F:15])=[CH:9][N:8]=1. The catalyst class is: 10. (2) Reactant: [CH3:1][O:2][C:3]1[CH:22]=[C:21]([O:23][CH3:24])[CH:20]=[CH:19][C:4]=1[CH2:5][NH:6][C:7]1[C:8]2[S:15][CH:14]=[C:13]([C:16](O)=[O:17])[C:9]=2[N:10]=[CH:11][N:12]=1.[NH2:25][C:26]1[C:27]([Cl:39])=[C:28]([NH:32][S:33]([CH2:36][CH2:37][CH3:38])(=[O:35])=[O:34])[CH:29]=[CH:30][CH:31]=1.CN(C(ON1N=NC2C=CC=NC1=2)=[N+](C)C)C.F[P-](F)(F)(F)(F)F.CCN(C(C)C)C(C)C. Product: [Cl:39][C:27]1[C:28]([NH:32][S:33]([CH2:36][CH2:37][CH3:38])(=[O:35])=[O:34])=[CH:29][CH:30]=[CH:31][C:26]=1[NH:25][C:16]([C:13]1[C:9]2[N:10]=[CH:11][N:12]=[C:7]([NH:6][CH2:5][C:4]3[CH:19]=[CH:20][C:21]([O:23][CH3:24])=[CH:22][C:3]=3[O:2][CH3:1])[C:8]=2[S:15][CH:14]=1)=[O:17]. The catalyst class is: 3. (3) Reactant: C[O:2][C:3]1[CH:4]=[C:5]([C:9]2[C:13]3[S:14][CH:15]=[CH:16][C:12]=3[O:11][N:10]=2)[CH:6]=[CH:7][CH:8]=1.Cl.N1C=CC=CC=1.C(OCC)(=O)C.ClCCl. Product: [O:11]1[C:12]2[CH:16]=[CH:15][S:14][C:13]=2[C:9]([C:5]2[CH:4]=[C:3]([OH:2])[CH:8]=[CH:7][CH:6]=2)=[N:10]1. The catalyst class is: 6. (4) Reactant: [CH3:1][C:2]([C:5]([OH:7])=[O:6])([CH3:4])[NH2:3].[OH-].[Na+].[C:10](#[N:13])[CH:11]=[CH2:12].C(O)(=O)C. Product: [C:10]([CH2:11][CH2:12][NH:3][C:2]([CH3:4])([C:5]([OH:7])=[O:6])[CH3:1])#[N:13]. The catalyst class is: 6. (5) Reactant: N[C:2]1[S:3][C:4]2[C:9]([NH:10][C@H:11]([CH2:14][CH:15]([CH3:17])[CH3:16])[CH2:12][OH:13])=[N:8][C:7]([S:18][CH2:19][C:20]3[CH:25]=[CH:24][CH:23]=[CH:22][CH:21]=3)=[N:6][C:5]=2[N:26]=1.C(ON=O)CC(C)C.C(Br)(Br)[Br:36]. Product: [C:20]1([CH2:19][S:18][C:7]2[N:8]=[C:9]([NH:10][C@H:11]([CH2:14][CH:15]([CH3:17])[CH3:16])[CH2:12][OH:13])[C:4]3[S:3][C:2]([Br:36])=[N:26][C:5]=3[N:6]=2)[CH:25]=[CH:24][CH:23]=[CH:22][CH:21]=1. The catalyst class is: 10. (6) Reactant: [CH3:1][C:2]1[N:7]([C:8]2[CH:13]=[CH:12][CH:11]=[C:10]([C:14]([F:17])([F:16])[F:15])[CH:9]=2)[C:6](=[O:18])[C:5]([C:19]([OH:21])=O)=[CH:4][CH:3]=1.CN(C(ON1N=NC2C=CC=NC1=2)=[N+](C)C)C.F[P-](F)(F)(F)(F)F.C1C=NC2N(O)N=NC=2C=1.CCN(C(C)C)C(C)C.Cl.[CH3:66][S:67]([C:70]1[CH:77]=[CH:76][C:73]([CH2:74][NH2:75])=[CH:72][CH:71]=1)(=[O:69])=[O:68].C(O)(=O)CC(CC(O)=O)(C(O)=O)O. Product: [CH3:1][C:2]1[N:7]([C:8]2[CH:13]=[CH:12][CH:11]=[C:10]([C:14]([F:16])([F:17])[F:15])[CH:9]=2)[C:6](=[O:18])[C:5]([C:19]([NH:75][CH2:74][C:73]2[CH:72]=[CH:71][C:70]([S:67]([CH3:66])(=[O:69])=[O:68])=[CH:77][CH:76]=2)=[O:21])=[CH:4][CH:3]=1. The catalyst class is: 179. (7) Reactant: [F:1][C:2]1[CH:18]=[CH:17][C:5]([O:6][CH2:7][C@@H:8](O)[CH2:9][CH2:10][CH2:11][C:12]([O:14]C)=[O:13])=[CH:4][CH:3]=1.CC1C=CC(S(O)(=O)=O)=CC=1.C(=O)(O)[O-].[Na+]. Product: [F:1][C:2]1[CH:3]=[CH:4][C:5]([O:6][CH2:7][C@H:8]2[O:14][C:12](=[O:13])[CH2:11][CH2:10][CH2:9]2)=[CH:17][CH:18]=1. The catalyst class is: 2. (8) Reactant: [N:1]1[CH:6]=[CH:5][C:4]([NH2:7])=[CH:3][N:2]=1.C(Cl)CCl.C1C=CC2N(O)N=NC=2C=1.C(N1CCOCC1)C.[F:30][C:31]1[CH:36]=[CH:35][C:34]([CH2:37][O:38][C:39]2[CH:47]=[CH:46][C:45]([CH:48]=[O:49])=[CH:44][C:40]=2[C:41](O)=[O:42])=[CH:33][CH:32]=1. Product: [F:30][C:31]1[CH:36]=[CH:35][C:34]([CH2:37][O:38][C:39]2[CH:47]=[CH:46][C:45]([CH:48]=[O:49])=[CH:44][C:40]=2[C:41]([NH:7][C:4]2[CH:5]=[CH:6][N:1]=[N:2][CH:3]=2)=[O:42])=[CH:33][CH:32]=1. The catalyst class is: 9. (9) Reactant: [C:1]1([CH3:11])[CH:6]=[CH:5][C:4]([S:7](Cl)(=[O:9])=[O:8])=[CH:3][CH:2]=1.[CH2:12]([O:19][CH2:20][C@H:21]([C@H:24]([O:26][Si:27]([C:30]([CH3:33])([CH3:32])[CH3:31])([CH3:29])[CH3:28])[CH3:25])[CH2:22][OH:23])[C:13]1[CH:18]=[CH:17][CH:16]=[CH:15][CH:14]=1.C(OCC)(=O)C.C(O)(=O)CC(CC(O)=O)(C(O)=O)O. Product: [CH3:11][C:1]1[CH:6]=[CH:5][C:4]([S:7]([O:23][CH2:22][C@@H:21]([CH2:20][O:19][CH2:12][C:13]2[CH:14]=[CH:15][CH:16]=[CH:17][CH:18]=2)[C@H:24]([O:26][Si:27]([C:30]([CH3:33])([CH3:32])[CH3:31])([CH3:29])[CH3:28])[CH3:25])(=[O:9])=[O:8])=[CH:3][CH:2]=1. The catalyst class is: 17.